From a dataset of Full USPTO retrosynthesis dataset with 1.9M reactions from patents (1976-2016). Predict the reactants needed to synthesize the given product. (1) Given the product [F:1][C:2]([F:13])([F:12])[C@H:3]1[CH2:8][CH2:7][C@H:6]([C:9]([NH2:18])=[O:10])[CH2:5][CH2:4]1, predict the reactants needed to synthesize it. The reactants are: [F:1][C:2]([F:13])([F:12])[C@H:3]1[CH2:8][CH2:7][C@H:6]([C:9](O)=[O:10])[CH2:5][CH2:4]1.S(Cl)(Cl)=O.[NH4+:18].[OH-]. (2) Given the product [C:1]([O:5][C:6](=[O:17])[N:7]([C:9]1[CH:14]=[C:13]([Cl:15])[CH:12]=[CH:11][C:10]=1[NH:16][C:32](=[O:33])[CH2:31][O:30][C:29]1[CH:28]=[CH:27][C:26]([CH2:25][CH:21]2[S:20][C:19](=[O:18])[NH:23][C:22]2=[O:24])=[CH:36][CH:35]=1)[CH3:8])([CH3:4])([CH3:2])[CH3:3], predict the reactants needed to synthesize it. The reactants are: [C:1]([O:5][C:6](=[O:17])[N:7]([C:9]1[CH:14]=[C:13]([Cl:15])[CH:12]=[CH:11][C:10]=1[NH2:16])[CH3:8])([CH3:4])([CH3:3])[CH3:2].[O:18]=[C:19]1[NH:23][C:22](=[O:24])[CH:21]([CH2:25][C:26]2[CH:36]=[CH:35][C:29]([O:30][CH2:31][C:32](O)=[O:33])=[CH:28][CH:27]=2)[S:20]1.C(N(CC)CC)C.C(P(=O)(OCC)OCC)#N. (3) Given the product [CH3:20][O:21][C:22](=[O:33])[C@@H:23]([NH:24][C:17]([NH:16][C:11]1[CH:12]=[CH:13][CH:14]=[CH:15][C:10]=1[S:7]([C:1]1[CH:2]=[CH:3][CH:4]=[CH:5][CH:6]=1)(=[O:8])=[O:9])=[O:18])[CH2:25][C:26]1[CH:31]=[CH:30][C:29]([OH:32])=[CH:28][CH:27]=1, predict the reactants needed to synthesize it. The reactants are: [C:1]1([S:7]([C:10]2[CH:15]=[CH:14][CH:13]=[CH:12][C:11]=2[N:16]=[C:17]=[O:18])(=[O:9])=[O:8])[CH:6]=[CH:5][CH:4]=[CH:3][CH:2]=1.Cl.[CH3:20][O:21][C:22](=[O:33])[C@H:23]([CH2:25][C:26]1[CH:31]=[CH:30][C:29]([OH:32])=[CH:28][CH:27]=1)[NH2:24].C(N(CC)CC)C. (4) Given the product [NH2:33][C:32]1[CH:34]=[C:28]([Cl:27])[CH:29]=[CH:30][C:31]=1[C:45]1[C:46]([CH3:56])=[N:47][O:48][C:49]=1[CH2:50][C:51]([O:53][CH2:54][CH3:55])=[O:52], predict the reactants needed to synthesize it. The reactants are: F[B-](F)(F)F.C([PH+](C(C)(C)C)C(C)(C)C)(C)(C)C.[O-]P([O-])([O-])=O.[K+].[K+].[K+].[Cl:27][C:28]1[CH:29]=[CH:30][C:31](B2OC(C)(C)C(C)(C)O2)=[C:32]([CH:34]=1)[NH2:33].Br[C:45]1[C:46]([CH3:56])=[N:47][O:48][C:49]=1[CH2:50][C:51]([O:53][CH2:54][CH3:55])=[O:52].N#N. (5) Given the product [CH3:16][C:15]1[N:14]=[C:9]2[CH:10]=[CH:11][CH:12]=[C:13]3[N:8]2[C:7]=1[C:6](=[O:17])[N:5]3[CH2:4][CH2:3][CH2:2][NH:1][S:28]([CH2:27][C:26]([F:33])([F:32])[F:25])(=[O:30])=[O:29], predict the reactants needed to synthesize it. The reactants are: [NH2:1][CH2:2][CH2:3][CH2:4][N:5]1[C:13]2[N:8]3[C:9](=[N:14][C:15]([CH3:16])=[C:7]3[C:6]1=[O:17])[CH:10]=[CH:11][CH:12]=2.C(N(CC)CC)C.[F:25][C:26]([F:33])([F:32])[CH2:27][S:28](Cl)(=[O:30])=[O:29]. (6) The reactants are: Cl[CH2:2][CH2:3][O:4][C:5]1[CH:29]=[CH:28][C:8]([CH2:9][N:10]2[C:18]3[C:13](=[CH:14][CH:15]=[CH:16][CH:17]=3)[C:12]3[CH2:19][CH2:20][S:21][C:22]4[CH:27]=[CH:26][CH:25]=[CH:24][C:23]=4[C:11]2=3)=[CH:7][CH:6]=1.[NH:30]1[CH2:35][CH2:34][CH2:33][CH2:32][CH2:31]1. Given the product [N:30]1([CH2:2][CH2:3][O:4][C:5]2[CH:29]=[CH:28][C:8]([CH2:9][N:10]3[C:18]4[C:13](=[CH:14][CH:15]=[CH:16][CH:17]=4)[C:12]4[CH2:19][CH2:20][S:21][C:22]5[CH:27]=[CH:26][CH:25]=[CH:24][C:23]=5[C:11]3=4)=[CH:7][CH:6]=2)[CH2:35][CH2:34][CH2:33][CH2:32][CH2:31]1, predict the reactants needed to synthesize it. (7) The reactants are: O[O:2][S:3]([O-:5])=O.[K+].[CH3:7][C:8]1[CH:9]=[C:10]([C:13]2[C:14]([C:33]3[CH:38]=[CH:37][CH:36]=[CH:35][CH:34]=3)=[C:15]([C:19]([C:21]([C:23]3[CH:28]=[CH:27][C:26]([O:29][CH3:30])=[C:25]([O:31][CH3:32])[CH:24]=3)=[O:22])=[O:20])[CH:16]=[CH:17][CH:18]=2)SC=1.[CH3:39]O.O1CC[CH2:43][CH2:42]1. Given the product [CH3:39][S:3]([C:7]1[CH:8]=[CH:9][C:10]([C:13]2[C:14]([C:33]3[CH:34]=[CH:35][CH:36]=[CH:37][CH:38]=3)=[C:15]([C:19]([C:21]([C:23]3[CH:28]=[CH:27][C:26]([O:29][CH3:30])=[C:25]([O:31][CH3:32])[CH:24]=3)=[O:22])=[O:20])[CH:16]=[CH:17][CH:18]=2)=[CH:43][CH:42]=1)(=[O:5])=[O:2], predict the reactants needed to synthesize it. (8) Given the product [C:30]([Si:34]([CH3:44])([CH3:43])[O:35][CH:36]1[CH2:41][CH2:40][CH:39]([N:8]2[CH2:11][CH:10]([NH:12][C:13](=[O:29])[CH2:14][NH:15][C:16]3[C:20]4[CH:21]=[C:22]([C:25]([F:27])([F:26])[F:28])[CH:23]=[CH:24][C:19]=4[O:18][N:17]=3)[CH2:9]2)[CH2:38][CH2:37]1)([CH3:33])([CH3:32])[CH3:31], predict the reactants needed to synthesize it. The reactants are: OC(C(F)(F)F)=O.[NH:8]1[CH2:11][CH:10]([NH:12][C:13](=[O:29])[CH2:14][NH:15][C:16]2[C:20]3[CH:21]=[C:22]([C:25]([F:28])([F:27])[F:26])[CH:23]=[CH:24][C:19]=3[O:18][N:17]=2)[CH2:9]1.[C:30]([Si:34]([CH3:44])([CH3:43])[O:35][CH:36]1[CH2:41][CH2:40][C:39](=O)[CH2:38][CH2:37]1)([CH3:33])([CH3:32])[CH3:31]. (9) Given the product [F:1][C:2]1[CH:7]=[CH:6][C:5]([C:8]([C:12]2[CH:17]=[CH:16][C:15]([F:18])=[CH:14][CH:13]=2)=[C:9]([P:25]([C:32]2[CH:33]=[CH:34][CH:35]=[CH:36][CH:37]=2)[C:26]2[CH:31]=[CH:30][CH:29]=[CH:28][CH:27]=2)[CH3:10])=[CH:4][CH:3]=1, predict the reactants needed to synthesize it. The reactants are: [F:1][C:2]1[CH:7]=[CH:6][C:5]([C:8]([C:12]2[CH:17]=[CH:16][C:15]([F:18])=[CH:14][CH:13]=2)=[C:9](Br)[CH3:10])=[CH:4][CH:3]=1.C([Li])CCC.Cl[P:25]([C:32]1[CH:37]=[CH:36][CH:35]=[CH:34][CH:33]=1)[C:26]1[CH:31]=[CH:30][CH:29]=[CH:28][CH:27]=1.[Cl-].[NH4+].